From a dataset of Forward reaction prediction with 1.9M reactions from USPTO patents (1976-2016). Predict the product of the given reaction. (1) Given the reactants F[C:2]1[CH:7]=[CH:6][C:5]([C:8]([F:11])([F:10])[F:9])=[CH:4][C:3]=1[N+:12]([O-:14])=[O:13].[OH:15][CH2:16][CH2:17][N:18]1[CH2:23][CH2:22][N:21]([C:24]([O:26][C:27]([CH3:30])([CH3:29])[CH3:28])=[O:25])[CH2:20][CH2:19]1.C(=O)([O-])[O-].[Cs+].[Cs+].CN(C=O)C, predict the reaction product. The product is: [N+:12]([C:3]1[CH:4]=[C:5]([C:8]([F:11])([F:10])[F:9])[CH:6]=[CH:7][C:2]=1[O:15][CH2:16][CH2:17][N:18]1[CH2:23][CH2:22][N:21]([C:24]([O:26][C:27]([CH3:30])([CH3:29])[CH3:28])=[O:25])[CH2:20][CH2:19]1)([O-:14])=[O:13]. (2) Given the reactants Br[C:2]1[CH:3]=[C:4]2[C:8](=[CH:9][CH:10]=1)[CH2:7][N:6]([C:11]([O:13][C:14]([CH3:17])([CH3:16])[CH3:15])=[O:12])[CH2:5]2.[B:18]1([B:18]2[O:22][C:21]([CH3:24])([CH3:23])[C:20]([CH3:26])([CH3:25])[O:19]2)[O:22][C:21]([CH3:24])([CH3:23])[C:20]([CH3:26])([CH3:25])[O:19]1.C([O-])(=O)C.[K+], predict the reaction product. The product is: [CH3:25][C:20]1([CH3:26])[C:21]([CH3:24])([CH3:23])[O:22][B:18]([C:2]2[CH:3]=[C:4]3[C:8](=[CH:9][CH:10]=2)[CH2:7][N:6]([C:11]([O:13][C:14]([CH3:17])([CH3:16])[CH3:15])=[O:12])[CH2:5]3)[O:19]1. (3) The product is: [CH3:18][O:17][C:14]1[CH:15]=[CH:16][C:11]([C:9]2[O:10][C:3]3[C:4](=[N:5][CH:6]=[CH:7][C:2]=3[NH:30][C:29]3[C:21]([CH3:20])=[C:22]4[C:26](=[CH:27][CH:28]=3)[NH:25][CH:24]=[CH:23]4)[CH:8]=2)=[CH:12][C:13]=1[CH3:19]. Given the reactants Cl[C:2]1[CH:7]=[CH:6][N:5]=[C:4]2[CH:8]=[C:9]([C:11]3[CH:16]=[CH:15][C:14]([O:17][CH3:18])=[C:13]([CH3:19])[CH:12]=3)[O:10][C:3]=12.[CH3:20][C:21]1[C:29]([NH2:30])=[CH:28][CH:27]=[C:26]2[C:22]=1[CH:23]=[CH:24][NH:25]2, predict the reaction product. (4) Given the reactants [F:1][C:2]([F:11])([F:10])[C:3]1[CH:4]=[C:5]([CH:7]=[CH:8][CH:9]=1)[NH2:6].[N:12]([O-])=O.[Na+].[C:16]([CH2:20][C:21]([O:23][CH3:24])=[O:22])(=[O:19])[CH2:17][CH3:18].C([O-])(=O)C.[Na+], predict the reaction product. The product is: [O:19]=[C:16]([CH2:17][CH3:18])[C:20](=[N:12][NH:6][C:5]1[CH:7]=[CH:8][CH:9]=[C:3]([C:2]([F:10])([F:11])[F:1])[CH:4]=1)[C:21]([O:23][CH3:24])=[O:22]. (5) Given the reactants Cl.[CH2:2]([C@H:5]1[CH2:9][NH:8][CH2:7][C@@:6]1([N:22]=[N+:23]=[N-:24])[C:10]([O:12][CH2:13][C:14](=[O:21])[C:15]1[CH:20]=[CH:19][CH:18]=[CH:17][CH:16]=1)=[O:11])[CH:3]=[CH2:4].[C:25]([O:29][C:30]([N:32]1[CH:41]([C:42](O)=[O:43])[CH2:40][C:39]2[C:34](=[CH:35][C:36]([Cl:45])=[CH:37][CH:38]=2)[CH2:33]1)=[O:31])([CH3:28])([CH3:27])[CH3:26].CCN(CC)CC.F[P-](F)(F)(F)(F)F.C[N+](C)=C(N(C)C)ON1C2N=CC=CC=2N=N1, predict the reaction product. The product is: [CH2:2]([C@H:5]1[CH2:9][N:8]([C:42]([CH:41]2[CH2:40][C:39]3[C:34](=[CH:35][C:36]([Cl:45])=[CH:37][CH:38]=3)[CH2:33][N:32]2[C:30]([O:29][C:25]([CH3:28])([CH3:27])[CH3:26])=[O:31])=[O:43])[CH2:7][C@@:6]1([N:22]=[N+:23]=[N-:24])[C:10]([O:12][CH2:13][C:14](=[O:21])[C:15]1[CH:20]=[CH:19][CH:18]=[CH:17][CH:16]=1)=[O:11])[CH:3]=[CH2:4]. (6) Given the reactants [CH2:1]([O:8][CH:9]1[CH2:14][CH2:13][C:12](=O)[CH2:11][CH2:10]1)[C:2]1[CH:7]=[CH:6][CH:5]=[CH:4][CH:3]=1.Cl.[CH3:17][NH2:18].[C-:19]#[N:20].[Na+].O1CCOCC1, predict the reaction product. The product is: [CH2:1]([O:8][CH:9]1[CH2:14][CH2:13][C:12]([NH:20][CH3:19])([C:17]#[N:18])[CH2:11][CH2:10]1)[C:2]1[CH:7]=[CH:6][CH:5]=[CH:4][CH:3]=1. (7) The product is: [NH2:16][CH2:17][CH2:18][NH:19][S:20]([C:23]1[CH:28]=[CH:27][C:26]([C:29]([CH3:32])([CH3:31])[CH3:30])=[CH:25][CH:24]=1)(=[O:22])=[O:21]. Given the reactants NC1C2C(=CC(OC)=C(OC)C=2)N=C([NH:16][CH2:17][CH2:18][NH:19][S:20]([C:23]2[CH:28]=[CH:27][C:26]([C:29]([CH3:32])([CH3:31])[CH3:30])=[CH:25][CH:24]=2)(=[O:22])=[O:21])N=1.C(N)CN.C(C1C=CC=CC=1S(Cl)(=O)=O)(C)(C)C, predict the reaction product. (8) Given the reactants [O:1]1[CH2:6][CH2:5][CH:4]([NH2:7])[CH2:3][CH2:2]1.[C:8](O)(=O)C=O.C([O-])([O-])=O.[K+].[K+].[F:19][C:20]1[CH:25]=[CH:24][C:23]([CH:26]([N+:37]#[C-:38])S(C2C=CC(C)=CC=2)(=O)=O)=[CH:22][CH:21]=1, predict the reaction product. The product is: [F:19][C:20]1[CH:21]=[CH:22][C:23]([C:26]2[N:37]=[CH:38][N:7]([CH:4]3[CH2:5][CH2:6][O:1][CH2:2][CH2:3]3)[CH:8]=2)=[CH:24][CH:25]=1.